This data is from Catalyst prediction with 721,799 reactions and 888 catalyst types from USPTO. The task is: Predict which catalyst facilitates the given reaction. (1) Reactant: [CH2:1]([N:6]1[C:14]2[N:13]=[CH:12][NH:11][C:10]=2[C:9](=[O:15])[N:8]2[N:16]=[N:17][N:18]=[C:7]12)[CH2:2][CH2:3][CH2:4][CH3:5].C1C(=O)N([Br:26])C(=O)C1. Product: [Br:26][C:12]1[NH:11][C:10]2[C:9](=[O:15])[N:8]3[N:16]=[N:17][N:18]=[C:7]3[N:6]([CH2:1][CH2:2][CH2:3][CH2:4][CH3:5])[C:14]=2[N:13]=1. The catalyst class is: 1. (2) Reactant: [Cl:1][C:2]1[CH:11]=[CH:10][C:9]2[N:8]=[C:7]([N:12]3[CH2:17][CH2:16][NH:15][CH2:14][CH2:13]3)[CH:6]=[CH:5][C:4]=2[C:3]=1[C:18]([NH:20][CH2:21][CH2:22][C:23]12[CH2:32][CH:27]3[CH2:28][CH:29]([CH2:31][CH:25]([CH2:26]3)[CH2:24]1)[CH2:30]2)=[O:19].[C:33]([O:37][CH3:38])(=[O:36])[CH:34]=[CH2:35].C(=O)(O)[O-].[Na+]. The catalyst class is: 236. Product: [Cl:1][C:2]1[C:3]([C:18]([NH:20][CH2:21][CH2:22][C:23]23[CH2:32][CH:27]4[CH2:28][CH:29]([CH2:31][CH:25]([CH2:26]4)[CH2:24]2)[CH2:30]3)=[O:19])=[C:4]2[C:9](=[CH:10][CH:11]=1)[N:8]=[C:7]([N:12]1[CH2:17][CH2:16][N:15]([CH2:35][CH2:34][C:33]([O:37][CH3:38])=[O:36])[CH2:14][CH2:13]1)[CH:6]=[CH:5]2. (3) Reactant: C([O:3][CH:4](OCC)[C:5]1[CH:10]=[CH:9][C:8]([CH2:11][N:12]([CH3:14])[CH3:13])=[CH:7][CH:6]=1)C. Product: [CH3:14][N:12]([CH2:11][C:8]1[CH:7]=[CH:6][C:5]([CH:4]=[O:3])=[CH:10][CH:9]=1)[CH3:13]. The catalyst class is: 33. (4) Reactant: Br[CH2:2][C:3]1[CH:12]=[CH:11][C:6]([C:7]([O:9][CH3:10])=[O:8])=[CH:5][CH:4]=1.C([O-])([O-])=O.[K+].[K+].[N:19]1([C:25]([O:27][C:28]([CH3:31])([CH3:30])[CH3:29])=[O:26])[CH2:24][CH2:23][NH:22][CH2:21][CH2:20]1. Product: [CH3:10][O:9][C:7]([C:6]1[CH:11]=[CH:12][C:3]([CH2:2][N:22]2[CH2:21][CH2:20][N:19]([C:25]([O:27][C:28]([CH3:31])([CH3:30])[CH3:29])=[O:26])[CH2:24][CH2:23]2)=[CH:4][CH:5]=1)=[O:8]. The catalyst class is: 23. (5) Reactant: [Cl:1][C:2]1[CH:7]=[CH:6][C:5]([CH:8]([C:20]2[CH:25]=[CH:24][C:23]([Cl:26])=[CH:22][CH:21]=2)[C:9]2[CH:10]=[C:11]3[C:16](=[CH:17][CH:18]=2)[N:15]=[CH:14][N:13]=[C:12]3Cl)=[CH:4][CH:3]=1.[F:27][C:28]([F:38])([F:37])[CH2:29][N:30]1[CH2:35][CH2:34][CH:33]([NH2:36])[CH2:32][CH2:31]1.CC(O)C. Product: [Cl:26][C:23]1[CH:24]=[CH:25][C:20]([CH:8]([C:5]2[CH:4]=[CH:3][C:2]([Cl:1])=[CH:7][CH:6]=2)[C:9]2[CH:10]=[C:11]3[C:16](=[CH:17][CH:18]=2)[N:15]=[CH:14][N:13]=[C:12]3[NH:36][CH:33]2[CH2:34][CH2:35][N:30]([CH2:29][C:28]([F:38])([F:27])[F:37])[CH2:31][CH2:32]2)=[CH:21][CH:22]=1. The catalyst class is: 66. (6) Product: [C@@H:1]12[CH2:7][C@@H:4]([CH2:5][CH2:6]1)[CH2:3][C@H:2]2[C:8]([NH:11][C:12]1[S:13][C:14]([C:19]2[CH:24]=[C:23]([CH3:25])[CH:22]=[CH:21][C:20]=2[CH3:26])=[CH:15][C:16]=1[C:17]#[N:18])=[O:10]. Reactant: [C@@H:1]12[CH2:7][C@@H:4]([CH2:5][CH2:6]1)[CH2:3][C@H:2]2[C:8]([OH:10])=O.[NH2:11][C:12]1[S:13][C:14]([C:19]2[CH:24]=[C:23]([CH3:25])[CH:22]=[CH:21][C:20]=2[CH3:26])=[CH:15][C:16]=1[C:17]#[N:18]. The catalyst class is: 133.